This data is from Reaction yield outcomes from USPTO patents with 853,638 reactions. The task is: Predict the reaction yield, written as a fraction of the theoretical maximum amount of product (1.0 means a 100% yield; for example, 0.34 means a 34% yield). (1) The reactants are [Br:1][C:2]1[CH:7]=[CH:6][C:5]([NH2:8])=[C:4](I)[CH:3]=1.[CH3:10][C:11](N)=[S:12]. The catalyst is CN(C=O)C.C1C=CC(P(C2C=CC=CC=2)[C-]2C=CC=C2)=CC=1.C1C=CC(P(C2C=CC=CC=2)[C-]2C=CC=C2)=CC=1.[Fe+2].C1C=CC(/C=C/C(/C=C/C2C=CC=CC=2)=O)=CC=1.C1C=CC(/C=C/C(/C=C/C2C=CC=CC=2)=O)=CC=1.C1C=CC(/C=C/C(/C=C/C2C=CC=CC=2)=O)=CC=1.[Pd].[Pd]. The product is [Br:1][C:2]1[CH:7]=[CH:6][C:5]2[N:8]=[C:11]([CH3:10])[S:12][C:4]=2[CH:3]=1. The yield is 0.400. (2) The reactants are [CH2:1]([N:8]1[CH2:12][CH:11](S(C)(=O)=O)[C:10]([C:21]2[CH:26]=[C:25]([Cl:27])[CH:24]=[C:23]([Cl:28])[CH:22]=2)([C:17]([F:20])([F:19])[F:18])[CH2:9]1)[C:2]1[CH:7]=[CH:6][CH:5]=[CH:4][CH:3]=1.C(=O)([O-])[O-].[Na+].[Na+].O. The catalyst is C1(C)C=CC=CC=1. The product is [CH2:1]([N:8]1[CH:12]=[CH:11][C:10]([C:21]2[CH:22]=[C:23]([Cl:28])[CH:24]=[C:25]([Cl:27])[CH:26]=2)([C:17]([F:20])([F:19])[F:18])[CH2:9]1)[C:2]1[CH:7]=[CH:6][CH:5]=[CH:4][CH:3]=1. The yield is 0.600. (3) The reactants are [F:1][C:2]1[CH:20]=[CH:19][C:5]([O:6][CH2:7][C:8]2[CH:13]=[CH:12][C:11]([CH2:14][CH2:15][N+:16]([O-:18])=O)=[CH:10][N:9]=2)=[CH:4][CH:3]=1.C[O-].[Li+].[C:24]([C:26]1[C:27]([NH2:32])=[N:28][CH:29]=[CH:30][CH:31]=1)#[CH:25].C(N(CC)CC)C. The catalyst is [Ti](Cl)(Cl)(Cl)Cl.O.O1CCCC1.C(OCC)(=O)C.CO. The product is [F:1][C:2]1[CH:3]=[CH:4][C:5]([O:6][CH2:7][C:8]2[N:9]=[CH:10][C:11]([CH2:14][C:15]3[CH:25]=[C:24]([C:26]4[C:27]([NH2:32])=[N:28][CH:29]=[CH:30][CH:31]=4)[O:18][N:16]=3)=[CH:12][CH:13]=2)=[CH:19][CH:20]=1. The yield is 0.254. (4) The reactants are Cl.[Cl:2][C:3]1[CH:21]=[CH:20][CH:19]=[CH:18][C:4]=1[CH:5]([O:13][CH:14]1[CH2:17][NH:16][CH2:15]1)[C:6]1[CH:11]=[CH:10][CH:9]=[CH:8][C:7]=1[Cl:12].[C:22]([N:26]=[C:27]=[O:28])([CH3:25])([CH3:24])[CH3:23].C(N(CC)CC)C. The catalyst is ClCCl. The product is [Cl:12][C:7]1[CH:8]=[CH:9][CH:10]=[CH:11][C:6]=1[CH:5]([O:13][CH:14]1[CH2:17][N:16]([C:27]([NH:26][C:22]([CH3:25])([CH3:24])[CH3:23])=[O:28])[CH2:15]1)[C:4]1[CH:18]=[CH:19][CH:20]=[CH:21][C:3]=1[Cl:2]. The yield is 0.440. (5) The reactants are [CH2:1]([N:3]1[C:12]2[C:7](=[CH:8][CH:9]=[CH:10][CH:11]=2)[N:6]=[C:5]([CH3:13])[C:4]1=[O:14])[CH3:2].[Br:15]N1C(=O)CCC1=O. The catalyst is C(Cl)(Cl)(Cl)Cl.COC(C)(C)C.C(OOC(=O)C1C=CC=CC=1)(=O)C1C=CC=CC=1. The product is [Br:15][CH2:13][C:5]1[C:4](=[O:14])[N:3]([CH2:1][CH3:2])[C:12]2[C:7]([N:6]=1)=[CH:8][CH:9]=[CH:10][CH:11]=2. The yield is 0.403. (6) The reactants are O.[OH-].[Li+].[C:4]([O:8][C:9]([NH:11][C:12]1[CH:17]=[CH:16][CH:15]=[CH:14][C:13]=1[C:18]1[N:19]([CH2:37][CH2:38][C:39]([O:41]C)=[O:40])[C:20]2[C:25]([C:26]=1[CH:27]1[CH2:32][CH2:31][CH2:30][CH2:29][CH2:28]1)=[CH:24][CH:23]=[C:22]([C:33]([O:35][CH3:36])=[O:34])[CH:21]=2)=[O:10])([CH3:7])([CH3:6])[CH3:5]. The catalyst is C1COCC1.O. The product is [C:4]([O:8][C:9]([NH:11][C:12]1[CH:17]=[CH:16][CH:15]=[CH:14][C:13]=1[C:18]1[N:19]([CH2:37][CH2:38][C:39]([OH:41])=[O:40])[C:20]2[C:25]([C:26]=1[CH:27]1[CH2:28][CH2:29][CH2:30][CH2:31][CH2:32]1)=[CH:24][CH:23]=[C:22]([C:33]([O:35][CH3:36])=[O:34])[CH:21]=2)=[O:10])([CH3:7])([CH3:5])[CH3:6]. The yield is 0.810.